From a dataset of CYP2C19 inhibition data for predicting drug metabolism from PubChem BioAssay. Regression/Classification. Given a drug SMILES string, predict its absorption, distribution, metabolism, or excretion properties. Task type varies by dataset: regression for continuous measurements (e.g., permeability, clearance, half-life) or binary classification for categorical outcomes (e.g., BBB penetration, CYP inhibition). Dataset: cyp2c19_veith. (1) The compound is Clc1ccc(Sc2cc(N3CCOCC3)nc(-c3ccccc3)n2)cc1. The result is 1 (inhibitor). (2) The compound is O=C(c1ccccc1)[C@H]1[C@H](c2ccccc2[N+](=O)[O-])N1C1CCCCC1. The result is 0 (non-inhibitor). (3) The molecule is CCOC(=O)C1=C(C)NC2(O)c3ccccc3C(=O)C12O. The result is 0 (non-inhibitor). (4) The molecule is c1ccc(C(c2ccccc2)N2CCCC3(CCNCC3)C2)cc1. The result is 0 (non-inhibitor). (5) The compound is O=C1C2=CC[C@H]3C(=O)N(Cc4ccccc4)C(=O)[C@@H]3[C@@H]2[C@H](O)[C@@H]2O[C@H]12. The result is 0 (non-inhibitor).